Dataset: NCI-60 drug combinations with 297,098 pairs across 59 cell lines. Task: Regression. Given two drug SMILES strings and cell line genomic features, predict the synergy score measuring deviation from expected non-interaction effect. (1) Drug 1: CC12CCC3C(C1CCC2=O)CC(=C)C4=CC(=O)C=CC34C. Drug 2: C1=NC2=C(N1)C(=S)N=C(N2)N. Cell line: OVCAR-5. Synergy scores: CSS=50.7, Synergy_ZIP=-3.13, Synergy_Bliss=-4.23, Synergy_Loewe=-2.18, Synergy_HSA=0.680. (2) Drug 1: C1CC(C1)(C(=O)O)C(=O)O.[NH2-].[NH2-].[Pt+2]. Drug 2: CCC1=C2CN3C(=CC4=C(C3=O)COC(=O)C4(CC)O)C2=NC5=C1C=C(C=C5)O. Cell line: SF-295. Synergy scores: CSS=48.2, Synergy_ZIP=4.52, Synergy_Bliss=5.82, Synergy_Loewe=-24.5, Synergy_HSA=8.17.